This data is from Catalyst prediction with 721,799 reactions and 888 catalyst types from USPTO. The task is: Predict which catalyst facilitates the given reaction. (1) Reactant: [CH3:1][O:2][C:3](=[O:25])[CH2:4][CH2:5][CH2:6][C:7]1[CH:12]=[CH:11][CH:10]=[CH:9][C:8]=1[N:13]([C:15](=[O:24])[C:16]1[CH:21]=[CH:20][C:19]([Cl:22])=[C:18](Br)[CH:17]=1)[CH3:14].[B:26]1([B:26]2[O:30][C:29]([CH3:32])([CH3:31])[C:28]([CH3:34])([CH3:33])[O:27]2)[O:30][C:29]([CH3:32])([CH3:31])[C:28]([CH3:34])([CH3:33])[O:27]1.C([O-])(=O)C.[K+]. Product: [CH3:1][O:2][C:3](=[O:25])[CH2:4][CH2:5][CH2:6][C:7]1[CH:12]=[CH:11][CH:10]=[CH:9][C:8]=1[N:13]([C:15](=[O:24])[C:16]1[CH:21]=[CH:20][C:19]([Cl:22])=[C:18]([B:26]2[O:30][C:29]([CH3:32])([CH3:31])[C:28]([CH3:34])([CH3:33])[O:27]2)[CH:17]=1)[CH3:14]. The catalyst class is: 75. (2) Reactant: [C:1]1([NH2:8])[CH:6]=[CH:5][CH:4]=[CH:3][C:2]=1[NH2:7].[C:9](O)(=O)[CH2:10][CH2:11][C:12](O)=O. Product: [CH2:11]([C:12]1[NH:8][C:1]2[CH:6]=[CH:5][CH:4]=[CH:3][C:2]=2[N:7]=1)[CH2:10][C:9]1[NH:8][C:1]2[CH:6]=[CH:5][CH:4]=[CH:3][C:2]=2[N:7]=1. The catalyst class is: 33. (3) Product: [CH3:12][O:13][C:14]1[CH:15]=[C:16]2[CH2:17][CH:18]([CH2:26][CH:27]3[CH2:32][CH2:31][N:30]([CH2:11][C:1]4[CH:2]=[CH:3][CH:4]=[CH:5][CH:6]=4)[CH2:29][CH2:28]3)[C:19](=[O:25])[C:20]2=[CH:21][C:22]=1[O:23][CH3:24]. The catalyst class is: 3. Reactant: [C:1]1([CH3:11])[CH:6]=[CH:5][C:4](S(O)(=O)=O)=[CH:3][CH:2]=1.[CH3:12][O:13][C:14]1[CH:15]=[C:16]2[C:20](=[CH:21][C:22]=1[O:23][CH3:24])[C:19](=[O:25])[CH:18]([CH2:26][CH:27]1[CH2:32][CH2:31][NH:30][CH2:29][CH2:28]1)[CH2:17]2.C(Br)C1C=CC=CC=1.C(=O)([O-])[O-].[K+].[K+].O. (4) Reactant: [Cl:1][C:2]1[CH:7]=[CH:6][C:5]([C:8]2[C:9]([CH2:17][O:18][C:19]3[C:24]([F:25])=[CH:23][C:22]([CH2:26][CH2:27][C:28](OCC)=[O:29])=[CH:21][C:20]=3[F:33])=[C:10]([C:13]([F:16])([F:15])[F:14])[S:11][CH:12]=2)=[CH:4][CH:3]=1.[H-].[H-].[H-].[H-].[Li+].[Al+3]. Product: [Cl:1][C:2]1[CH:3]=[CH:4][C:5]([C:8]2[C:9]([CH2:17][O:18][C:19]3[C:20]([F:33])=[CH:21][C:22]([CH2:26][CH2:27][CH2:28][OH:29])=[CH:23][C:24]=3[F:25])=[C:10]([C:13]([F:16])([F:14])[F:15])[S:11][CH:12]=2)=[CH:6][CH:7]=1. The catalyst class is: 7. (5) Reactant: Cl[C:2]1[C:7]([CH2:8][CH3:9])=[N:6][C:5]([C:10]2[CH:15]=[CH:14][C:13]([O:16][CH3:17])=[CH:12][C:11]=2[O:18][CH3:19])=[C:4]([CH2:20][CH3:21])[N:3]=1.[CH3:22][C:23]1[CH:28]=[CH:27][C:26]([CH3:29])=[CH:25][C:24]=1B(O)O.C(=O)([O-])[O-].[K+].[K+]. Product: [CH3:19][O:18][C:11]1[CH:12]=[C:13]([O:16][CH3:17])[CH:14]=[CH:15][C:10]=1[C:5]1[C:4]([CH2:20][CH3:21])=[N:3][C:2]([C:24]2[CH:25]=[C:26]([CH3:29])[CH:27]=[CH:28][C:23]=2[CH3:22])=[C:7]([CH2:8][CH3:9])[N:6]=1. The catalyst class is: 206. (6) Reactant: [CH2:1]([C:3]1[N:12]=[CH:11][C:10]2[C:5](=[CH:6][CH:7]=[CH:8][CH:9]=2)[N:4]=1)C.C1C(=O)N([Br:20])C(=O)C1.C(OOC(=O)C1C=CC=CC=1)(=O)C1C=CC=CC=1. Product: [Br:20][CH2:1][C:3]1[N:12]=[CH:11][C:10]2[C:5](=[CH:6][CH:7]=[CH:8][CH:9]=2)[N:4]=1. The catalyst class is: 22. (7) Reactant: [K].[C:2]1([CH2:8][CH2:9][S:10]([NH2:13])(=[O:12])=[O:11])[CH:7]=[CH:6][CH:5]=[CH:4][CH:3]=1.[Cl:14][C:15]1[C:20]([C:21]2[CH:26]=[CH:25][C:24]([CH3:27])=[CH:23][CH:22]=2)=[C:19](Cl)[N:18]=[CH:17][N:16]=1.CCN(C(C)C)C(C)C. Product: [Cl:14][C:15]1[N:16]=[CH:17][N:18]=[C:19]([NH:13][S:10]([CH2:9][CH2:8][C:2]2[CH:3]=[CH:4][CH:5]=[CH:6][CH:7]=2)(=[O:11])=[O:12])[C:20]=1[C:21]1[CH:26]=[CH:25][C:24]([CH3:27])=[CH:23][CH:22]=1. The catalyst class is: 58. (8) Reactant: [N+:1]([O-:4])(O)=[O:2].S(=O)(=O)(O)O.[S:10]1[CH:14]=[CH:13][CH:12]=[C:11]1[C:15]([O:17][CH2:18][CH3:19])=[O:16]. Product: [N+:1]([C:13]1[CH:12]=[C:11]([C:15]([O:17][CH2:18][CH3:19])=[O:16])[S:10][CH:14]=1)([O-:4])=[O:2]. The catalyst class is: 65.